From a dataset of NCI-60 drug combinations with 297,098 pairs across 59 cell lines. Regression. Given two drug SMILES strings and cell line genomic features, predict the synergy score measuring deviation from expected non-interaction effect. (1) Drug 1: COC1=C2C(=CC3=C1OC=C3)C=CC(=O)O2. Drug 2: C1C(C(OC1N2C=NC(=NC2=O)N)CO)O. Cell line: UACC-257. Synergy scores: CSS=-1.25, Synergy_ZIP=1.15, Synergy_Bliss=0.428, Synergy_Loewe=-2.32, Synergy_HSA=-2.26. (2) Drug 1: CN(CC1=CN=C2C(=N1)C(=NC(=N2)N)N)C3=CC=C(C=C3)C(=O)NC(CCC(=O)O)C(=O)O. Drug 2: CC1CCC2CC(C(=CC=CC=CC(CC(C(=O)C(C(C(=CC(C(=O)CC(OC(=O)C3CCCCN3C(=O)C(=O)C1(O2)O)C(C)CC4CCC(C(C4)OC)O)C)C)O)OC)C)C)C)OC. Cell line: BT-549. Synergy scores: CSS=11.5, Synergy_ZIP=-4.47, Synergy_Bliss=0.000270, Synergy_Loewe=-0.522, Synergy_HSA=0.657. (3) Drug 1: C1=CC=C(C(=C1)C(C2=CC=C(C=C2)Cl)C(Cl)Cl)Cl. Drug 2: C1CN(CCN1C(=O)CCBr)C(=O)CCBr. Cell line: NCI-H460. Synergy scores: CSS=28.0, Synergy_ZIP=-1.10, Synergy_Bliss=-2.11, Synergy_Loewe=-22.2, Synergy_HSA=-2.12. (4) Cell line: HOP-92. Drug 2: C1=CC(=C2C(=C1NCCNCCO)C(=O)C3=C(C=CC(=C3C2=O)O)O)NCCNCCO. Drug 1: CCCS(=O)(=O)NC1=C(C(=C(C=C1)F)C(=O)C2=CNC3=C2C=C(C=N3)C4=CC=C(C=C4)Cl)F. Synergy scores: CSS=42.6, Synergy_ZIP=5.21, Synergy_Bliss=2.98, Synergy_Loewe=-26.1, Synergy_HSA=2.25. (5) Drug 1: C1=CC(=C2C(=C1NCCNCCO)C(=O)C3=C(C=CC(=C3C2=O)O)O)NCCNCCO. Drug 2: B(C(CC(C)C)NC(=O)C(CC1=CC=CC=C1)NC(=O)C2=NC=CN=C2)(O)O. Cell line: HCC-2998. Synergy scores: CSS=23.5, Synergy_ZIP=-5.59, Synergy_Bliss=-6.91, Synergy_Loewe=-7.97, Synergy_HSA=-7.73. (6) Synergy scores: CSS=11.4, Synergy_ZIP=-6.10, Synergy_Bliss=-6.16, Synergy_Loewe=-15.2, Synergy_HSA=-6.61. Drug 1: CNC(=O)C1=CC=CC=C1SC2=CC3=C(C=C2)C(=NN3)C=CC4=CC=CC=N4. Cell line: HCC-2998. Drug 2: CCC1(C2=C(COC1=O)C(=O)N3CC4=CC5=C(C=CC(=C5CN(C)C)O)N=C4C3=C2)O.Cl. (7) Drug 1: CCCS(=O)(=O)NC1=C(C(=C(C=C1)F)C(=O)C2=CNC3=C2C=C(C=N3)C4=CC=C(C=C4)Cl)F. Drug 2: C1=NC2=C(N=C(N=C2N1C3C(C(C(O3)CO)O)F)Cl)N. Cell line: NCI-H322M. Synergy scores: CSS=6.18, Synergy_ZIP=2.22, Synergy_Bliss=6.45, Synergy_Loewe=-14.4, Synergy_HSA=-2.25. (8) Drug 1: C1=CC(=C2C(=C1NCCNCCO)C(=O)C3=C(C=CC(=C3C2=O)O)O)NCCNCCO. Cell line: UACC62. Drug 2: CNC(=O)C1=NC=CC(=C1)OC2=CC=C(C=C2)NC(=O)NC3=CC(=C(C=C3)Cl)C(F)(F)F. Synergy scores: CSS=51.1, Synergy_ZIP=5.69, Synergy_Bliss=5.47, Synergy_Loewe=6.62, Synergy_HSA=9.82.